Dataset: Forward reaction prediction with 1.9M reactions from USPTO patents (1976-2016). Task: Predict the product of the given reaction. Given the reactants C([CH:5]([N:9]1[C:13]2[CH:14]=[CH:15][CH:16]=[CH:17][C:12]=2[N:11]([C:18]2[S:19][CH:20]=[C:21]([S:23]([CH3:25])=[O:24])[N:22]=2)[C:10]1=[O:26])[C:6]([O-:8])=[O:7])(C)(C)C.C(Cl)Cl, predict the reaction product. The product is: [CH3:25][S:23]([C:21]1[N:22]=[C:18]([N:11]2[C:12]3[CH:17]=[CH:16][CH:15]=[CH:14][C:13]=3[N:9]([CH2:5][C:6]([OH:8])=[O:7])[C:10]2=[O:26])[S:19][CH:20]=1)=[O:24].